This data is from Full USPTO retrosynthesis dataset with 1.9M reactions from patents (1976-2016). The task is: Predict the reactants needed to synthesize the given product. (1) Given the product [CH:31]1([CH2:30][NH:36][C:2]2[CH:7]=[CH:6][C:5]([S:8]([CH3:11])(=[O:10])=[O:9])=[CH:4][C:3]=2[N+:12]([O-:14])=[O:13])[CH2:27][CH2:32]1, predict the reactants needed to synthesize it. The reactants are: F[C:2]1[CH:7]=[CH:6][C:5]([S:8]([CH3:11])(=[O:10])=[O:9])=[CH:4][C:3]=1[N+:12]([O-:14])=[O:13].CC1C=C(Br)C=CC=1S(N[C:27]1[CH:32]=[C:31]2N(C)C([N:36](C)[C:30]2=CC=1OC)=O)(=O)=O.Cl[C:31]1[CH:32]=[CH:27]C(S(C(C)C)(=O)=O)=C[C:30]=1[N+:36]([O-])=O. (2) Given the product [Cl:1][C:2]1[C:3]2[C:10]([I:11])=[CH:9][N:8]([CH2:17][C:16]3[CH:19]=[C:20]([O:24][CH3:25])[C:21]([O:22][CH3:23])=[C:14]([O:13][CH3:12])[CH:15]=3)[C:4]=2[N:5]=[CH:6][N:7]=1, predict the reactants needed to synthesize it. The reactants are: [Cl:1][C:2]1[C:3]2[C:10]([I:11])=[CH:9][NH:8][C:4]=2[N:5]=[CH:6][N:7]=1.[CH3:12][O:13][C:14]1[CH:15]=[C:16]([CH:19]=[C:20]([O:24][CH3:25])[C:21]=1[O:22][CH3:23])[CH2:17]O.C1C=CC(P(C2C=CC=CC=2)C2C=CC=CC=2)=CC=1.CC(OC(/N=N/C(OC(C)C)=O)=O)C.